From a dataset of Full USPTO retrosynthesis dataset with 1.9M reactions from patents (1976-2016). Predict the reactants needed to synthesize the given product. (1) Given the product [Br:8][C:5]1[CH:6]=[CH:7][C:2]2[N:20]([CH:15]3[CH2:12][CH2:13]3)[CH:17]=[N:9][C:3]=2[CH:4]=1, predict the reactants needed to synthesize it. The reactants are: Br[C:2]1[CH:7]=[CH:6][C:5]([Br:8])=[CH:4][C:3]=1[N+:9]([O-])=O.[C:12](O)([CH3:15])(C)[CH3:13].[CH:17]1([NH2:20])CC1.C(=O)([O-])[O-].[K+].[K+]. (2) The reactants are: Br[C:2]1[CH:11]=[C:10]([C:12]([O:14][CH3:15])=[O:13])[CH:9]=[CH:8][C:3]=1[C:4]([O:6]C)=O.[CH2:16]([NH:23][C:24]([NH2:26])=[O:25])[C:17]1[CH:22]=[CH:21][CH:20]=[CH:19][CH:18]=1. Given the product [CH2:16]([N:23]1[C:4](=[O:6])[C:3]2[C:2](=[CH:11][C:10]([C:12]([O:14][CH3:15])=[O:13])=[CH:9][CH:8]=2)[NH:26][C:24]1=[O:25])[C:17]1[CH:22]=[CH:21][CH:20]=[CH:19][CH:18]=1, predict the reactants needed to synthesize it.